From a dataset of Full USPTO retrosynthesis dataset with 1.9M reactions from patents (1976-2016). Predict the reactants needed to synthesize the given product. Given the product [Cl:1][C:2]1[CH:3]=[CH:4][C:5]2[N:6]([C:8]([C:21]#[C:20][C:22]3[CH:27]=[CH:26][CH:25]=[C:24]([C:28]([F:29])([F:30])[F:31])[CH:23]=3)=[C:9]([CH2:11][S:12][CH2:13][C:14]([O:16][CH2:17][CH3:18])=[O:15])[N:10]=2)[CH:7]=1, predict the reactants needed to synthesize it. The reactants are: [Cl:1][C:2]1[CH:3]=[CH:4][C:5]2[N:6]([C:8](I)=[C:9]([CH2:11][S:12][CH2:13][C:14]([O:16][CH2:17][CH3:18])=[O:15])[N:10]=2)[CH:7]=1.[C:20]([C:22]1[CH:27]=[CH:26][CH:25]=[C:24]([C:28]([F:31])([F:30])[F:29])[CH:23]=1)#[CH:21].C(N(CC)CC)C.